The task is: Predict the product of the given reaction.. This data is from Forward reaction prediction with 1.9M reactions from USPTO patents (1976-2016). (1) Given the reactants [NH2:1][C:2]1[S:3][C:4]([C:10]([CH3:13])([CH3:12])[CH3:11])=[CH:5][C:6]=1[C:7]([NH2:9])=[O:8].[C:14]1([CH3:23])[CH:19]=[CH:18][C:17]([N:20]=[C:21]=[O:22])=[CH:16][CH:15]=1, predict the reaction product. The product is: [C:7]([C:6]1[CH:5]=[C:4]([C:10]([CH3:13])([CH3:12])[CH3:11])[S:3][C:2]=1[NH:1][C:21]([NH:20][C:17]1[CH:18]=[CH:19][C:14]([CH3:23])=[CH:15][CH:16]=1)=[O:22])(=[O:8])[NH2:9]. (2) The product is: [NH2:9][C:3]1[N:4]=[CH:5][N:6]=[C:7]([NH:10][CH2:11][CH:12]2[CH2:13][CH2:14][N:15]([C:18](=[O:20])[CH:47]=[CH2:48])[CH2:16][CH2:17]2)[C:2]=1[C:35]1[CH:36]=[CH:37][C:32]([NH:31][C:25]2[CH:30]=[CH:29][CH:28]=[CH:27][CH:26]=2)=[CH:33][CH:34]=1. Given the reactants Cl[C:2]1[C:3]([NH2:9])=[N:4][CH:5]=[N:6][C:7]=1Cl.[NH2:10][CH2:11][CH:12]1[CH2:17][CH2:16][N:15]([C:18]([O:20]C(C)(C)C)=O)[CH2:14][CH2:13]1.[C:25]1([NH:31][C:32]2[CH:37]=[CH:36][C:35](B3OC(C)(C)C(C)(C)O3)=[CH:34][CH:33]=2)[CH:30]=[CH:29][CH:28]=[CH:27][CH:26]=1.[C:47](Cl)(=O)[CH:48]=C, predict the reaction product. (3) Given the reactants [N:1]([C:4]1[CH:5]=[CH:6][C:7]([CH3:28])=[C:8]([C:10]([C:12]2[CH:17]=[CH:16][C:15]([NH:18][C:19]3[CH:24]=[CH:23][C:22]([Cl:25])=[CH:21][C:20]=3[CH3:26])=[CH:14][C:13]=2[Cl:27])=[O:11])[CH:9]=1)=[N+:2]=[N-:3].[CH2:29]([OH:33])[CH2:30][C:31]#[CH:32], predict the reaction product. The product is: [Cl:27][C:13]1[CH:14]=[C:15]([NH:18][C:19]2[CH:24]=[CH:23][C:22]([Cl:25])=[CH:21][C:20]=2[CH3:26])[CH:16]=[CH:17][C:12]=1[C:10]([C:8]1[CH:9]=[C:4]([N:1]2[CH:32]=[C:31]([CH2:30][CH2:29][OH:33])[N:3]=[N:2]2)[CH:5]=[CH:6][C:7]=1[CH3:28])=[O:11]. (4) Given the reactants [F:1][C:2]([F:30])([F:29])[C:3]1[CH:4]=[C:5]([CH:22]=[C:23]([C:25]([F:28])([F:27])[F:26])[CH:24]=1)[CH2:6][N:7]1[C:11]([C:12]2[CH:17]=[CH:16][C:15]([F:18])=[CH:14][CH:13]=2)=[C:10]([C:19](O)=[O:20])[N:9]=[N:8]1.[Cl:31][C:32]1[CH:37]=[CH:36][CH:35]=[CH:34][C:33]=1[CH:38]1[CH2:42][CH2:41][CH2:40][NH:39]1.OC1C=CC2NN=NC=2N=1.CCN=C=NCCCN(C)C, predict the reaction product. The product is: [F:28][C:25]([F:26])([F:27])[C:23]1[CH:22]=[C:5]([CH:4]=[C:3]([C:2]([F:30])([F:1])[F:29])[CH:24]=1)[CH2:6][N:7]1[C:11]([C:12]2[CH:13]=[CH:14][C:15]([F:18])=[CH:16][CH:17]=2)=[C:10]([C:19]([N:39]2[CH2:40][CH2:41][CH2:42][CH:38]2[C:33]2[CH:34]=[CH:35][CH:36]=[CH:37][C:32]=2[Cl:31])=[O:20])[N:9]=[N:8]1.